From a dataset of Forward reaction prediction with 1.9M reactions from USPTO patents (1976-2016). Predict the product of the given reaction. Given the reactants O.[NH2:2][NH2:3].[Br:4][C:5]1[CH:10]=[CH:9][CH:8]=[CH:7][C:6]=1[CH:11]([CH2:16][CH2:17][CH2:18]Cl)[C:12](OC)=[O:13], predict the reaction product. The product is: [NH2:2][N:3]1[CH2:18][CH2:17][CH2:16][CH:11]([C:6]2[CH:7]=[CH:8][CH:9]=[CH:10][C:5]=2[Br:4])[C:12]1=[O:13].